Dataset: Full USPTO retrosynthesis dataset with 1.9M reactions from patents (1976-2016). Task: Predict the reactants needed to synthesize the given product. Given the product [ClH:23].[CH2:1]([O:8][N:9]1[CH2:17][CH2:18][CH2:19][CH2:20][C:21]1=[NH:22])[C:2]1[CH:3]=[CH:4][CH:5]=[CH:6][CH:7]=1, predict the reactants needed to synthesize it. The reactants are: [CH2:1]([O:8][N:9]([CH2:17][CH2:18][CH2:19][CH2:20][C:21]#[N:22])C(=O)OC(C)(C)C)[C:2]1[CH:7]=[CH:6][CH:5]=[CH:4][CH:3]=1.[ClH:23].